From a dataset of Full USPTO retrosynthesis dataset with 1.9M reactions from patents (1976-2016). Predict the reactants needed to synthesize the given product. (1) The reactants are: C([O:3][C:4](=[O:27])[CH2:5][O:6][C:7]1[CH:12]=[C:11]([F:13])[C:10]([CH3:14])=[CH:9][C:8]=1[C:15](=[S:26])[NH:16][CH2:17][C:18]1[CH:23]=[CH:22][C:21]([Br:24])=[CH:20][C:19]=1[F:25])C.[OH-].[Na+]. Given the product [Br:24][C:21]1[CH:22]=[CH:23][C:18]([CH2:17][NH:16][C:15]([C:8]2[CH:9]=[C:10]([CH3:14])[C:11]([F:13])=[CH:12][C:7]=2[O:6][CH2:5][C:4]([OH:27])=[O:3])=[S:26])=[C:19]([F:25])[CH:20]=1, predict the reactants needed to synthesize it. (2) Given the product [F:1][C:2]1[C:7]([CH3:8])=[CH:6][C:5]([N+:13]([O-:15])=[O:14])=[C:4]([CH2:9][C:10]([NH2:12])=[O:11])[CH:3]=1, predict the reactants needed to synthesize it. The reactants are: [F:1][C:2]1[CH:3]=[C:4]([CH2:9][C:10]([NH2:12])=[O:11])[CH:5]=[CH:6][C:7]=1[CH3:8].[N+:13]([O-])([OH:15])=[O:14].O. (3) The reactants are: [CH3:1][CH:2]1[C:8]2[CH:9]=[CH:10][CH:11]=[CH:12][C:7]=2[S:6][CH2:5][CH2:4][NH:3]1.Cl[C:14]1[CH:23]=[C:22]([Cl:24])[C:21]2[C:16](=[CH:17][CH:18]=[C:19]([CH3:25])[CH:20]=2)[N:15]=1. Given the product [Cl:24][C:22]1[C:21]2[C:16](=[CH:17][CH:18]=[C:19]([CH3:25])[CH:20]=2)[N:15]=[C:14]([N:3]2[CH:2]([CH3:1])[C:8]3[CH:9]=[CH:10][CH:11]=[CH:12][C:7]=3[S:6][CH2:5][CH2:4]2)[CH:23]=1, predict the reactants needed to synthesize it. (4) Given the product [CH3:34][NH:35][C:15](=[O:16])[CH:14]([NH:13][C:11](=[O:12])[C:10]1[CH:30]=[CH:31][C:7]([O:6][CH2:5][CH2:4][CH2:3][C:2]([F:33])([F:32])[F:1])=[CH:8][CH:9]=1)[CH2:18][C:19]1[CH:24]=[CH:23][C:22]([O:25][C:26]([F:29])([F:28])[F:27])=[CH:21][CH:20]=1, predict the reactants needed to synthesize it. The reactants are: [F:1][C:2]([F:33])([F:32])[CH2:3][CH2:4][CH2:5][O:6][C:7]1[CH:31]=[CH:30][C:10]([C:11]([NH:13][CH:14]([CH2:18][C:19]2[CH:24]=[CH:23][C:22]([O:25][C:26]([F:29])([F:28])[F:27])=[CH:21][CH:20]=2)[C:15](O)=[O:16])=[O:12])=[CH:9][CH:8]=1.[CH3:34][NH2:35]. (5) Given the product [NH2:8][C:4]1[N:5]=[CH:6][N:7]=[C:2]([NH:15][C@H:16]([C:19]2[N:28]([CH:29]3[CH2:30][CH2:31]3)[C:27](=[O:32])[C:26]3[C:21](=[CH:22][CH:23]=[CH:24][C:25]=3[F:33])[N:20]=2)[CH2:17][CH3:18])[C:3]=1[C:9]1[O:13][N:12]=[C:11]([CH3:14])[N:10]=1, predict the reactants needed to synthesize it. The reactants are: Cl[C:2]1[N:7]=[CH:6][N:5]=[C:4]([NH2:8])[C:3]=1[C:9]1[O:13][N:12]=[C:11]([CH3:14])[N:10]=1.[NH2:15][C@H:16]([C:19]1[N:28]([CH:29]2[CH2:31][CH2:30]2)[C:27](=[O:32])[C:26]2[C:21](=[CH:22][CH:23]=[CH:24][C:25]=2[F:33])[N:20]=1)[CH2:17][CH3:18].CCN(C(C)C)C(C)C.CCOC(C)=O. (6) Given the product [Br:23][C:7]1[CH:9]=[CH:10][C:11]([S:13]([N:16]2[CH2:21][CH2:20][N:19]([CH3:22])[CH2:18][CH2:17]2)(=[O:15])=[O:14])=[CH:12][C:6]=1[CH3:5], predict the reactants needed to synthesize it. The reactants are: N([O-])=O.[Na+].[CH3:5][C:6]1[CH:12]=[C:11]([S:13]([N:16]2[CH2:21][CH2:20][N:19]([CH3:22])[CH2:18][CH2:17]2)(=[O:15])=[O:14])[CH:10]=[CH:9][C:7]=1N.[BrH:23]. (7) Given the product [Br:1][C:2]1[CH:9]=[CH:8][C:5]([CH2:6][NH2:7])=[CH:4][C:3]=1[CH3:10], predict the reactants needed to synthesize it. The reactants are: [Br:1][C:2]1[CH:9]=[CH:8][C:5]([C:6]#[N:7])=[CH:4][C:3]=1[CH3:10].[H-].[Al+3].[Li+].[H-].[H-].[H-].